This data is from Forward reaction prediction with 1.9M reactions from USPTO patents (1976-2016). The task is: Predict the product of the given reaction. The product is: [CH2:16]([O:18][C:19]([C:20]1[C:21]2[C:26](=[CH:25][C:24]([O:27][CH3:28])=[C:23]([O:29][CH3:30])[CH:22]=2)[C:12]([CH2:11][C:7]2[CH:8]=[CH:9][CH:10]=[C:5]([O:4][CH:1]([CH3:2])[CH3:3])[CH:6]=2)=[N:32][CH:31]=1)=[O:33])[CH3:17]. Given the reactants [CH:1]([O:4][C:5]1[CH:6]=[C:7]([CH2:11][C:12](O)=O)[CH:8]=[CH:9][CH:10]=1)([CH3:3])[CH3:2].Cl.[CH2:16]([O:18][C:19](=[O:33])[CH:20]([CH2:31][NH2:32])[C:21]1[CH:26]=[CH:25][C:24]([O:27][CH3:28])=[C:23]([O:29][CH3:30])[CH:22]=1)[CH3:17].C(N(CC)CC)C.CN(C(ON1N=NC2C=CC=CC1=2)=[N+](C)C)C.F[P-](F)(F)(F)(F)F.P(Cl)(Cl)(Cl)(Cl)Cl.[S], predict the reaction product.